This data is from Forward reaction prediction with 1.9M reactions from USPTO patents (1976-2016). The task is: Predict the product of the given reaction. (1) Given the reactants [NH2:1][CH2:2][CH2:3][NH:4][C:5]1[CH:6]=[C:7]([C:19]2[NH:20][CH:21]=[CH:22][CH:23]=2)[C:8]2[C:9](=[O:18])[NH:10][C:11]3[C:16]=2[C:15]=1[C:14]([F:17])=[CH:13][CH:12]=3.[C:24](N1C=CN=C1)(N1C=CN=C1)=[O:25], predict the reaction product. The product is: [F:17][C:14]1[C:15]2[C:16]3[C:11](=[CH:12][CH:13]=1)[NH:10][C:9](=[O:18])[C:8]=3[C:7]([C:19]1[NH:20][CH:21]=[CH:22][CH:23]=1)=[CH:6][C:5]=2[N:4]1[CH2:3][CH2:2][NH:1][C:24]1=[O:25]. (2) Given the reactants C1(N2CCN(C3C(N)=CC=CN=3)CC2)CCCC1.[CH:19]1([N:24]2[CH2:29][CH2:28][N:27]([C:30]3[CH:35]=[CH:34][C:33]([N+:36]([O-])=O)=[CH:32][N:31]=3)[CH2:26][CH2:25]2)[CH2:23][CH2:22][CH2:21][CH2:20]1, predict the reaction product. The product is: [CH:19]1([N:24]2[CH2:25][CH2:26][N:27]([C:30]3[N:31]=[CH:32][C:33]([NH2:36])=[CH:34][CH:35]=3)[CH2:28][CH2:29]2)[CH2:20][CH2:21][CH2:22][CH2:23]1. (3) Given the reactants Br[C:2]1[CH:3]=[N:4][CH:5]=[C:6]2[C:11]=1[N:10]=[C:9]([C:12]([NH2:14])=[O:13])[CH:8]=[CH:7]2.[CH3:15][C:16]1[CH:21]=[C:20](B(O)O)[CH:19]=[CH:18][N:17]=1.C(=O)([O-])[O-].[Cs+].[Cs+], predict the reaction product. The product is: [CH3:15][C:16]1[CH:21]=[C:20]([C:2]2[CH:3]=[N:4][CH:5]=[C:6]3[C:11]=2[N:10]=[C:9]([C:12]([NH2:14])=[O:13])[CH:8]=[CH:7]3)[CH:19]=[CH:18][N:17]=1. (4) Given the reactants [CH3:1][C:2]1[N:7]([CH2:8][C:9]2[S:10][C:11]([C:14]([F:17])([F:16])[F:15])=[CH:12][CH:13]=2)[C:6](=[O:18])[N:5]=[C:4](SC)[N:3]=1.[CH3:21][O:22][C:23]1[CH:24]=[C:25]2[C:30](=[CH:31][CH:32]=1)[CH2:29][NH:28][CH2:27][CH:26]2[NH2:33], predict the reaction product. The product is: [NH2:33][CH:26]1[C:25]2[C:30](=[CH:31][CH:32]=[C:23]([O:22][CH3:21])[CH:24]=2)[CH2:29][N:28]([C:4]2[N:3]=[C:2]([CH3:1])[N:7]([CH2:8][C:9]3[S:10][C:11]([C:14]([F:17])([F:16])[F:15])=[CH:12][CH:13]=3)[C:6](=[O:18])[N:5]=2)[CH2:27]1. (5) Given the reactants Cl.CN(C)[CH2:4][CH2:5][CH2:6][N:7]=[C:8]=NCC.[NH2:13][C:14]1[C:15](=[O:27])[N:16]([CH3:26])[C:17](=[O:25])[N:18]([CH2:21][CH:22]([CH3:24])[CH3:23])[C:19]=1[NH2:20].Cl[C:29]1[C:38]2[C:33](=[CH:34][C:35]([O:41][CH3:42])=[C:36]([O:39][CH3:40])[CH:37]=2)[C:32]([CH2:43][C:44](O)=O)=[CH:31][N:30]=1.[OH-].[Na+].[CH3:49]O, predict the reaction product. The product is: [CH3:42][O:41][C:35]1[CH:34]=[C:33]2[C:38](=[CH:37][C:36]=1[O:39][CH3:40])[C:29]([N:7]1[CH2:6][CH2:5][CH2:4][CH2:49][CH2:8]1)=[N:30][CH:31]=[C:32]2[CH2:43][C:44]1[NH:13][C:14]2[C:15](=[O:27])[N:16]([CH3:26])[C:17](=[O:25])[N:18]([CH2:21][CH:22]([CH3:23])[CH3:24])[C:19]=2[N:20]=1. (6) Given the reactants [S:1]1[C:9]2[C:4](=[N:5][CH:6]=[CH:7][CH:8]=2)[N:3]=[C:2]1[SH:10].[OH-].[Na+].Cl[CH:14]([F:16])[F:15].Cl, predict the reaction product. The product is: [F:15][CH:14]([F:16])[S:10][C:2]1[S:1][C:9]2[C:4]([N:3]=1)=[N:5][CH:6]=[CH:7][CH:8]=2. (7) Given the reactants [Br-].[O:2]1[CH2:7][CH2:6][CH2:5][O:4][CH:3]1[CH2:8][CH2:9][P+](C1C=CC=CC=1)(C1C=CC=CC=1)C1C=CC=CC=1.CC([O-])(C)C.[K+].[F:35][C:36]1[C:41]([F:42])=[C:40]([O:43][CH2:44][CH3:45])[CH:39]=[CH:38][C:37]=1[CH:46]1[CH2:51][CH2:50][C:49](=O)[CH2:48][CH2:47]1, predict the reaction product. The product is: [F:35][C:36]1[C:41]([F:42])=[C:40]([O:43][CH2:44][CH3:45])[CH:39]=[CH:38][C:37]=1[CH:46]1[CH2:51][CH2:50][C:49](=[CH:9][CH2:8][CH:3]2[O:2][CH2:7][CH2:6][CH2:5][O:4]2)[CH2:48][CH2:47]1.